Dataset: Full USPTO retrosynthesis dataset with 1.9M reactions from patents (1976-2016). Task: Predict the reactants needed to synthesize the given product. (1) The reactants are: [C:1]1([S:7]([N:10]2[C:18]3[C:13](=[CH:14][C:15](B4OC(C)(C)C(C)(C)O4)=[CH:16][CH:17]=3)[CH:12]=[C:11]2[C:28]2[C:33]([F:34])=[CH:32][CH:31]=[CH:30][C:29]=2[F:35])(=[O:9])=[O:8])[CH:6]=[CH:5][CH:4]=[CH:3][CH:2]=1.[CH2:36]([N:38]1[C:42](OS(C(F)(F)F)(=O)=O)=[CH:41][C:40]([C:51]2[CH:56]=[CH:55][CH:54]=[CH:53][CH:52]=2)=[N:39]1)[CH3:37].C([O-])([O-])=O.[K+].[K+]. Given the product [C:1]1([S:7]([N:10]2[C:18]3[C:13](=[CH:14][C:15]([C:42]4[N:38]([CH2:36][CH3:37])[N:39]=[C:40]([C:51]5[CH:56]=[CH:55][CH:54]=[CH:53][CH:52]=5)[CH:41]=4)=[CH:16][CH:17]=3)[CH:12]=[C:11]2[C:28]2[C:29]([F:35])=[CH:30][CH:31]=[CH:32][C:33]=2[F:34])(=[O:9])=[O:8])[CH:2]=[CH:3][CH:4]=[CH:5][CH:6]=1, predict the reactants needed to synthesize it. (2) Given the product [CH3:12][O:1][C:2]1[CH:10]=[C:9]([CH3:11])[CH:8]=[CH:7][C:3]=1[C:4]([OH:6])=[O:5], predict the reactants needed to synthesize it. The reactants are: [OH:1][C:2]1[CH:10]=[C:9]([CH3:11])[CH:8]=[CH:7][C:3]=1[C:4]([OH:6])=[O:5].[C:12]([O-])([O-])=O.[K+].[K+].[OH-].[K+].Cl. (3) The reactants are: [F:1][C:2]([C:5]1[CH:10]=[CH:9][C:8]([CH:11]2[CH2:16][N:15]([C:17]([N:19]3[CH2:24][CH2:23][S:22][CH2:21][CH2:20]3)=[O:18])[CH2:14][CH:13]([C:25](O)=[O:26])[CH2:12]2)=[CH:7][CH:6]=1)([F:4])[CH3:3].CN(C(ON1N=NC2C=CC=NC1=2)=[N+](C)C)C.F[P-](F)(F)(F)(F)F.C(N(CC)C(C)C)(C)C.O[NH:62][C:63](=[NH:67])[O:64][CH2:65][CH3:66]. Given the product [F:1][C:2]([C:5]1[CH:10]=[CH:9][C:8]([CH:11]2[CH2:12][CH:13]([C:25]3[O:26][N:67]=[C:63]([O:64][CH2:65][CH3:66])[N:62]=3)[CH2:14][N:15]([C:17]([N:19]3[CH2:24][CH2:23][S:22][CH2:21][CH2:20]3)=[O:18])[CH2:16]2)=[CH:7][CH:6]=1)([F:4])[CH3:3], predict the reactants needed to synthesize it. (4) Given the product [Cl:1][C:2]1[CH:10]=[N:9][CH:8]=[CH:7][C:3]=1[C:4]([NH:16][C:17]1[CH:22]=[C:21]([C:23]([F:24])([F:25])[F:26])[C:20]([F:27])=[CH:19][C:18]=1[OH:28])=[O:5], predict the reactants needed to synthesize it. The reactants are: [Cl:1][C:2]1[CH:10]=[N:9][CH:8]=[CH:7][C:3]=1[C:4](Cl)=[O:5].CN(C=O)C.[NH2:16][C:17]1[CH:22]=[C:21]([C:23]([F:26])([F:25])[F:24])[C:20]([F:27])=[CH:19][C:18]=1[OH:28].C(N(CC)CC)C.